This data is from Cav3 T-type calcium channel HTS with 100,875 compounds. The task is: Binary Classification. Given a drug SMILES string, predict its activity (active/inactive) in a high-throughput screening assay against a specified biological target. (1) The compound is Fc1c([N+]([O-])=O)cc(N\C(=N\c2nc(cc(n2)C)C)N)cc1. The result is 0 (inactive). (2) The drug is S(=O)(=O)(Nc1c2c([nH]c1C(O)=O)cccc2)c1c(OC)cc(OC)cc1. The result is 0 (inactive). (3) The compound is Clc1c(c2noc(c2C(=O)NCc2ccc(N3CCCC3=O)cc2)C)cccc1. The result is 0 (inactive). (4) The drug is s1c(NC(=O)C2Oc3c(OC2)cccc3)nc2c1cccc2. The result is 1 (active). (5) The compound is S=c1n(CCCN2CCCC2=O)c(=O)c2c([nH]1)cc(cc2)C(OC)=O. The result is 0 (inactive).